The task is: Predict the reactants needed to synthesize the given product.. This data is from Full USPTO retrosynthesis dataset with 1.9M reactions from patents (1976-2016). (1) Given the product [Br:12][C:4]1[CH:5]=[C:6]([CH:7]=[C:2]([Br:1])[C:3]=1/[CH:13]=[CH:14]\[C:15]([NH:36][C:35]1[C:34]([Cl:33])=[CH:40][CH:39]=[CH:38][C:37]=1[Cl:41])=[O:17])[C:8]([O:10][CH3:11])=[O:9], predict the reactants needed to synthesize it. The reactants are: [Br:1][C:2]1[CH:7]=[C:6]([C:8]([O:10][CH3:11])=[O:9])[CH:5]=[C:4]([Br:12])[C:3]=1/[CH:13]=[CH:14]\[C:15]([OH:17])=O.C(Br)(=O)C(Br)=O.C(N(C(C)C)CC)(C)C.[Cl:33][C:34]1[CH:40]=[CH:39][CH:38]=[C:37]([Cl:41])[C:35]=1[NH2:36]. (2) Given the product [CH3:25][C:26]1[CH:30]=[C:29]([CH3:31])[N:28]([CH:32]([C:33]2[C:35]3[CH2:36][N:37]([C:42]([O:44][C:45]([CH3:46])([CH3:48])[CH3:47])=[O:43])[CH2:38][CH2:39][C:40]=3[N:17]=[C:16]([NH:15][C:5]3[CH:6]=[CH:7][C:8]([N:9]4[CH:13]=[C:12]([CH3:14])[N:11]=[CH:10]4)=[C:3]([O:2][CH3:1])[CH:4]=3)[N:18]=2)[CH3:49])[N:27]=1, predict the reactants needed to synthesize it. The reactants are: [CH3:1][O:2][C:3]1[CH:4]=[C:5]([NH:15][C:16]([NH2:18])=[NH:17])[CH:6]=[CH:7][C:8]=1[N:9]1[CH:13]=[C:12]([CH3:14])[N:11]=[CH:10]1.C(=O)([O-])[O-].[K+].[K+].[CH3:25][C:26]1[CH:30]=[C:29]([CH3:31])[N:28]([CH:32]([CH3:49])[C:33]([CH:35]2[C:40](=O)[CH2:39][CH2:38][N:37]([C:42]([O:44][C:45]([CH3:48])([CH3:47])[CH3:46])=[O:43])[CH2:36]2)=O)[N:27]=1.